From a dataset of Full USPTO retrosynthesis dataset with 1.9M reactions from patents (1976-2016). Predict the reactants needed to synthesize the given product. (1) Given the product [C:44]1([NH:50][NH:51][C:37]([N:13]2[CH2:14][CH2:15][N:10]3[C:9](=[O:16])[O:8][C:7]([C:1]4[CH:6]=[CH:5][CH:4]=[CH:3][CH:2]=4)([C:17]4[CH:18]=[CH:19][CH:20]=[CH:21][CH:22]=4)[CH:11]3[CH2:12]2)=[O:43])[CH:49]=[CH:48][CH:47]=[CH:46][CH:45]=1, predict the reactants needed to synthesize it. The reactants are: [C:1]1([C:7]2([C:17]3[CH:22]=[CH:21][CH:20]=[CH:19][CH:18]=3)[CH:11]3[CH2:12][NH:13][CH2:14][CH2:15][N:10]3[C:9](=[O:16])[O:8]2)[CH:6]=[CH:5][CH:4]=[CH:3][CH:2]=1.C(N(C(C)C)CC)(C)C.ClC(O[C:37](=[O:43])OC(Cl)(Cl)Cl)(Cl)Cl.[C:44]1([NH:50][NH2:51])[CH:49]=[CH:48][CH:47]=[CH:46][CH:45]=1. (2) Given the product [C:1]([CH2:2][CH2:3][N:7]([CH2:3][CH2:2][C:1]#[N:4])[CH2:6][CH2:5][N:8]([CH2:3][CH2:2][C:1]#[N:4])[CH2:3][CH2:2][C:1]#[N:4])#[N:4], predict the reactants needed to synthesize it. The reactants are: [C:1](#[N:4])[CH:2]=[CH2:3].[CH2:5]([NH2:8])[CH2:6][NH2:7]. (3) Given the product [C:1]1([C:19]2[CH:20]=[CH:21][CH:22]=[CH:23][CH:24]=2)[CH:2]=[CH:3][C:4]([CH2:7][N:8]2[CH:13]=[CH:12][CH:11]=[C:10]([C:14]([OH:16])=[O:15])[C:9]2=[O:18])=[CH:5][CH:6]=1, predict the reactants needed to synthesize it. The reactants are: [C:1]1([C:19]2[CH:24]=[CH:23][CH:22]=[CH:21][CH:20]=2)[CH:6]=[CH:5][C:4]([CH2:7][N:8]2[CH:13]=[CH:12][CH:11]=[C:10]([C:14]([O:16]C)=[O:15])[C:9]2=[O:18])=[CH:3][CH:2]=1.[OH-].[Na+]. (4) Given the product [CH3:1][O:2][C:3]([C:4]1[CH:9]=[C:8]([C:10]([F:11])([F:13])[F:12])[C:7]2[O:14][CH2:31][CH2:30][N:15]([S:16]([C:19]3[CH:24]=[C:23]([Cl:25])[CH:22]=[CH:21][C:20]=3[O:26][CH3:27])(=[O:18])=[O:17])[C:6]=2[CH:5]=1)=[O:28], predict the reactants needed to synthesize it. The reactants are: [CH3:1][O:2][C:3](=[O:28])[C:4]1[CH:9]=[C:8]([C:10]([F:13])([F:12])[F:11])[C:7]([OH:14])=[C:6]([NH:15][S:16]([C:19]2[CH:24]=[C:23]([Cl:25])[CH:22]=[CH:21][C:20]=2[O:26][CH3:27])(=[O:18])=[O:17])[CH:5]=1.Br[CH2:30][CH2:31]Br.